This data is from Full USPTO retrosynthesis dataset with 1.9M reactions from patents (1976-2016). The task is: Predict the reactants needed to synthesize the given product. (1) The reactants are: [CH2:1]([O:8][C:9]([NH:11][C@@H:12]([CH2:28][C:29]1[CH:34]=[CH:33][CH:32]=[CH:31][CH:30]=1)[C@@H:13]([C@H:15]1[CH2:19][C@@H:18]([OH:20])[CH2:17][N:16]1[C:21]([O:23][C:24]([CH3:27])([CH3:26])[CH3:25])=[O:22])[OH:14])=[O:10])[C:2]1[CH:7]=[CH:6][CH:5]=[CH:4][CH:3]=1.CO[C:37](OC)([CH3:39])[CH3:38].CC1C=CC(S([O-])(=O)=O)=CC=1.C1C=C[NH+]=CC=1. Given the product [CH2:28]([C@H:12]1[C@@H:13]([C@H:15]2[CH2:19][C@@H:18]([OH:20])[CH2:17][N:16]2[C:21]([O:23][C:24]([CH3:27])([CH3:26])[CH3:25])=[O:22])[O:14][C:37]([CH3:39])([CH3:38])[N:11]1[C:9]([O:8][CH2:1][C:2]1[CH:7]=[CH:6][CH:5]=[CH:4][CH:3]=1)=[O:10])[C:29]1[CH:30]=[CH:31][CH:32]=[CH:33][CH:34]=1, predict the reactants needed to synthesize it. (2) Given the product [Cl:36][C:33]1[CH:32]=[CH:31][C:30]([N:22]2[C:21]([C:13]([CH:15]3[CH2:20][CH2:19][CH2:18][CH2:17][CH2:16]3)([OH:14])[C:12]([NH:11][C:8]3[CH:9]=[CH:10][C:5]([C:4]([OH:39])=[O:3])=[CH:6][C:7]=3[F:38])=[O:37])=[C:29]3[C:24]([CH2:25][CH2:26][CH2:27][CH2:28]3)=[N:23]2)=[CH:35][CH:34]=1, predict the reactants needed to synthesize it. The reactants are: C([O:3][C:4](=[O:39])[C:5]1[CH:10]=[CH:9][C:8]([NH:11][C:12](=[O:37])[C:13]([C:21]2[N:22]([C:30]3[CH:35]=[CH:34][C:33]([Cl:36])=[CH:32][CH:31]=3)[N:23]=[C:24]3[C:29]=2[CH2:28][CH2:27][CH2:26][CH2:25]3)([CH:15]2[CH2:20][CH2:19][CH2:18][CH2:17][CH2:16]2)[OH:14])=[C:7]([F:38])[CH:6]=1)C.[OH-].[Li+]. (3) Given the product [NH2:9][C:3]1[N:4]=[CH:5][N:6]=[C:7]([O:17][C:13]2[CH:12]=[C:11]([NH:10][C:41](=[O:44])[CH:42]=[CH2:43])[CH:16]=[CH:15][CH:14]=2)[C:2]=1[C:27]1[CH:26]=[N:25][N:24]([CH2:23][C:22]2[CH:38]=[CH:39][CH:40]=[C:20]([O:19][CH3:18])[CH:21]=2)[CH:28]=1, predict the reactants needed to synthesize it. The reactants are: Cl[C:2]1[C:3]([NH2:9])=[N:4][CH:5]=[N:6][C:7]=1Cl.[NH2:10][C:11]1[CH:12]=[C:13]([OH:17])[CH:14]=[CH:15][CH:16]=1.[CH3:18][O:19][C:20]1[CH:21]=[C:22]([CH:38]=[CH:39][CH:40]=1)[CH2:23][N:24]1[CH:28]=[C:27](B2OC(C)(C)C(C)(C)O2)[CH:26]=[N:25]1.[C:41](Cl)(=[O:44])[CH:42]=[CH2:43].